This data is from Full USPTO retrosynthesis dataset with 1.9M reactions from patents (1976-2016). The task is: Predict the reactants needed to synthesize the given product. Given the product [C:1]1([S:7]([N:10]2[C:18]3[C:13](=[CH:14][CH:15]=[C:16]([N+:19]([O-:21])=[O:20])[CH:17]=3)[C:12]([C:28]3[CH:29]=[CH:30][C:25]([C:23]#[N:24])=[CH:26][CH:27]=3)=[CH:11]2)(=[O:9])=[O:8])[CH:6]=[CH:5][CH:4]=[CH:3][CH:2]=1, predict the reactants needed to synthesize it. The reactants are: [C:1]1([S:7]([N:10]2[C:18]3[C:13](=[CH:14][CH:15]=[C:16]([N+:19]([O-:21])=[O:20])[CH:17]=3)[C:12](Br)=[CH:11]2)(=[O:9])=[O:8])[CH:6]=[CH:5][CH:4]=[CH:3][CH:2]=1.[C:23]([C:25]1[CH:30]=[CH:29][C:28](B(O)O)=[CH:27][CH:26]=1)#[N:24].C(N1C2C(=CC=C([N+]([O-])=O)C=2)C(C2C=CC(C#N)=CC=2)=C1)(C)C.